This data is from Forward reaction prediction with 1.9M reactions from USPTO patents (1976-2016). The task is: Predict the product of the given reaction. Given the reactants [CH2:1]([C@H:3]1[C@@H:7]([N:8]=C=O)[CH2:6][C@@H:5]([NH:11][S:12]([CH:15]2[CH2:17][CH2:16]2)(=[O:14])=[O:13])[CH2:4]1)[CH3:2].[ClH:18].CCOCC.CCOC(C)=O, predict the reaction product. The product is: [ClH:18].[NH2:8][C@@H:7]1[C@H:3]([CH2:1][CH3:2])[CH2:4][C@H:5]([NH:11][S:12]([CH:15]2[CH2:17][CH2:16]2)(=[O:14])=[O:13])[CH2:6]1.